The task is: Predict which catalyst facilitates the given reaction.. This data is from Catalyst prediction with 721,799 reactions and 888 catalyst types from USPTO. (1) Reactant: [Cl:1][C:2]1[C:10]2[N:9]=[C:8]([NH:11][C:12]3[CH:17]=[CH:16][C:15]([Cl:18])=[CH:14][C:13]=3[Cl:19])[N:7]([CH2:20][CH2:21]O)[C:6]=2[C:5]([CH:23]([CH2:26][CH3:27])[CH2:24][CH3:25])=[CH:4][CH:3]=1.C(N(C(C)C)CC)(C)C.CS(Cl)(=O)=O. Product: [Cl:1][C:2]1[C:10]2[N:9]=[C:8]3[N:11]([C:12]4[CH:17]=[CH:16][C:15]([Cl:18])=[CH:14][C:13]=4[Cl:19])[CH2:21][CH2:20][N:7]3[C:6]=2[C:5]([CH:23]([CH2:26][CH3:27])[CH2:24][CH3:25])=[CH:4][CH:3]=1. The catalyst class is: 54. (2) Reactant: C[Mg]Br.[CH2:4](OCC)C.[N:9]1([C:18]2[S:22][C:21]([CH:23]=[O:24])=[C:20]([O:25][CH2:26][C:27]3[CH:32]=[CH:31][CH:30]=[CH:29][C:28]=3[CH3:33])[CH:19]=2)[C:13]2[CH:14]=[CH:15][CH:16]=[CH:17][C:12]=2[N:11]=[CH:10]1. Product: [N:9]1([C:18]2[S:22][C:21]([CH:23]([OH:24])[CH3:4])=[C:20]([O:25][CH2:26][C:27]3[CH:32]=[CH:31][CH:30]=[CH:29][C:28]=3[CH3:33])[CH:19]=2)[C:13]2[CH:14]=[CH:15][CH:16]=[CH:17][C:12]=2[N:11]=[CH:10]1. The catalyst class is: 4. (3) Reactant: [C:1]1([CH:7]([C:23]2[CH:28]=[CH:27][CH:26]=[CH:25][CH:24]=2)[CH2:8][CH:9]2[C:18]3[C:13](=[CH:14][C:15]([O:21][CH3:22])=[C:16]([O:19][CH3:20])[CH:17]=3)[CH2:12][CH2:11][NH:10]2)[CH:6]=[CH:5][CH:4]=[CH:3][CH:2]=1.C(N(CC)CC)C.[CH3:36][N:37]=[C:38]=[O:39]. Product: [CH3:36][NH:37][C:38]([N:10]1[CH2:11][CH2:12][C:13]2[C:18](=[CH:17][C:16]([O:19][CH3:20])=[C:15]([O:21][CH3:22])[CH:14]=2)[CH:9]1[CH2:8][CH:7]([C:1]1[CH:2]=[CH:3][CH:4]=[CH:5][CH:6]=1)[C:23]1[CH:28]=[CH:27][CH:26]=[CH:25][CH:24]=1)=[O:39]. The catalyst class is: 2. (4) Reactant: [NH2:1][C:2]1[C:11]([O:12]C)=[C:10]2[C:5]([C:6](=[O:24])[C:7]([C:17]3[CH:22]=[CH:21][C:20]([Cl:23])=[CH:19][CH:18]=3)=[C:8]([CH:14]([CH3:16])[CH3:15])[O:9]2)=[CH:4][CH:3]=1.B(Br)(Br)Br.O. Product: [NH2:1][C:2]1[C:11]([OH:12])=[C:10]2[C:5]([C:6](=[O:24])[C:7]([C:17]3[CH:18]=[CH:19][C:20]([Cl:23])=[CH:21][CH:22]=3)=[C:8]([CH:14]([CH3:15])[CH3:16])[O:9]2)=[CH:4][CH:3]=1. The catalyst class is: 2. (5) Reactant: [N:1]1([C:7]([O:9][C:10]([CH3:13])([CH3:12])[CH3:11])=[O:8])[CH2:6][CH2:5][NH:4][CH2:3][CH2:2]1.Br[CH2:15][CH2:16][CH2:17][Cl:18].C(=O)([O-])[O-].[K+].[K+].[I-].[Na+]. Product: [Cl:18][CH2:17][CH2:16][CH2:15][N:4]1[CH2:5][CH2:6][N:1]([C:7]([O:9][C:10]([CH3:13])([CH3:12])[CH3:11])=[O:8])[CH2:2][CH2:3]1. The catalyst class is: 10. (6) Reactant: [C:1]1([C:7]2[C:8]([C:23]([O:25][CH3:26])=[O:24])=[N:9][C:10]([C:13]3[CH:22]=[C:21]4[C:16]([CH2:17][CH2:18][CH2:19][NH:20]4)=[CH:15][CH:14]=3)=[CH:11][CH:12]=2)[CH:6]=[CH:5][CH:4]=[CH:3][CH:2]=1.[S:27]1[C:31]2[CH:32]=[CH:33][CH:34]=[CH:35][C:30]=2[N:29]=[C:28]1[NH:36][C:37](=O)[O:38]C1C=CC([N+]([O-])=O)=CC=1. Product: [S:27]1[C:31]2[CH:32]=[CH:33][CH:34]=[CH:35][C:30]=2[N:29]=[C:28]1[NH:36][C:37]([N:20]1[C:21]2[C:16](=[CH:15][CH:14]=[C:13]([C:10]3[N:9]=[C:8]([C:23]([O:25][CH3:26])=[O:24])[C:7]([C:1]4[CH:2]=[CH:3][CH:4]=[CH:5][CH:6]=4)=[CH:12][CH:11]=3)[CH:22]=2)[CH2:17][CH2:18][CH2:19]1)=[O:38]. The catalyst class is: 23. (7) Reactant: [N:1]([CH2:4][CH:5]1[N:10]2[C:11]3[CH:12]=[CH:13][CH:14]=[C:15]([F:18])[C:16]=3[CH:17]=[C:9]2[C:8]2[N:19]=[C:20](Cl)[CH:21]=[CH:22][C:7]=2[O:6]1)=[N+:2]=[N-:3].[F:24][C:25]1[CH:30]=[CH:29][C:28]([C:31]2[O:32][C:33]3[CH:43]=[C:42]([N:44]([CH3:49])[S:45]([CH3:48])(=[O:47])=[O:46])[C:41](B4OC(C)(C)C(C)(C)O4)=[CH:40][C:34]=3[C:35]=2[C:36]([NH:38][CH3:39])=[O:37])=[CH:27][CH:26]=1.CC(C1C=C(C(C)C)C(C2C=CC=CC=2P(C2CCCCC2)C2CCCCC2)=C(C(C)C)C=1)C.CCOC(C)=O. Product: [N:1]([CH2:4][CH:5]1[N:10]2[C:11]3[CH:12]=[CH:13][CH:14]=[C:15]([F:18])[C:16]=3[CH:17]=[C:9]2[C:8]2[N:19]=[C:20]([C:41]3[C:42]([N:44]([CH3:49])[S:45]([CH3:48])(=[O:47])=[O:46])=[CH:43][C:33]4[O:32][C:31]([C:28]5[CH:29]=[CH:30][C:25]([F:24])=[CH:26][CH:27]=5)=[C:35]([C:36]([NH:38][CH3:39])=[O:37])[C:34]=4[CH:40]=3)[CH:21]=[CH:22][C:7]=2[O:6]1)=[N+:2]=[N-:3]. The catalyst class is: 333. (8) Reactant: C(N(CC)CC)C.Cl.Cl.[CH3:10][N:11]1[C:15]2[C:16]3[CH:17]=[CH:18][CH:19]=[CH:20][C:21]=3[O:22][C:23]3([CH2:28][CH2:27][NH:26][CH2:25][CH2:24]3)[C:14]=2[CH:13]=[N:12]1.[CH:29]([S:32]([C:35]1[CH:43]=[CH:42][C:38]([C:39](O)=[O:40])=[CH:37][C:36]=1[CH3:44])(=[O:34])=[O:33])([CH3:31])[CH3:30].CN(C(ON1N=NC2C=CC=NC1=2)=[N+](C)C)C.F[P-](F)(F)(F)(F)F. Product: [CH:29]([S:32]([C:35]1[CH:43]=[CH:42][C:38]([C:39]([N:26]2[CH2:27][CH2:28][C:23]3([C:14]4[CH:13]=[N:12][N:11]([CH3:10])[C:15]=4[C:16]4[CH:17]=[CH:18][CH:19]=[CH:20][C:21]=4[O:22]3)[CH2:24][CH2:25]2)=[O:40])=[CH:37][C:36]=1[CH3:44])(=[O:34])=[O:33])([CH3:31])[CH3:30]. The catalyst class is: 4. (9) Reactant: [Na].[S:2]1C=CC=C1CC(O)=O.Br[CH2:12][CH2:13][CH2:14][CH2:15][CH2:16][CH2:17][CH2:18][CH2:19][CH2:20][CH2:21][CH2:22][CH2:23][CH2:24][CH2:25][CH2:26][CH2:27][OH:28].[OH-].[Na+].Cl. Product: [SH:2][CH2:12][CH2:13][CH2:14][CH2:15][CH2:16][CH2:17][CH2:18][CH2:19][CH2:20][CH2:21][CH2:22][CH2:23][CH2:24][CH2:25][CH2:26][CH2:27][OH:28]. The catalyst class is: 5. (10) Reactant: [F:1][C:2]1[C:3]([N+:16]([O-])=O)=[C:4]([NH:8][C:9]2[CH:14]=[CH:13][CH:12]=[C:11]([F:15])[CH:10]=2)[CH:5]=[CH:6][CH:7]=1. Product: [F:1][C:2]1[CH:7]=[CH:6][CH:5]=[C:4]([NH:8][C:9]2[CH:14]=[CH:13][CH:12]=[C:11]([F:15])[CH:10]=2)[C:3]=1[NH2:16]. The catalyst class is: 19.